From a dataset of Reaction yield outcomes from USPTO patents with 853,638 reactions. Predict the reaction yield, written as a fraction of the theoretical maximum amount of product (1.0 means a 100% yield; for example, 0.34 means a 34% yield). (1) The reactants are Br[CH:2]([C:7]1[CH:8]=[C:9]([Cl:15])[C:10]([Cl:14])=[C:11]([Cl:13])[CH:12]=1)[C:3]([F:6])([F:5])[F:4].[CH:16]([C:18]1[CH:19]=[C:20]2[C:24](=[CH:25][CH:26]=1)[C:23](=[O:27])[CH2:22][CH2:21]2)=[CH2:17].N1C=CC=CC=1C1C=CC=CN=1. The catalyst is ClC1C=CC=CC=1Cl.Cl[Cu]. The product is [F:4][C:3]([F:6])([F:5])[CH:2]([C:7]1[CH:8]=[C:9]([Cl:15])[C:10]([Cl:14])=[C:11]([Cl:13])[CH:12]=1)/[CH:17]=[CH:16]/[C:18]1[CH:19]=[C:20]2[C:24](=[CH:25][CH:26]=1)[C:23](=[O:27])[CH2:22][CH2:21]2. The yield is 0.250. (2) The yield is 0.290. The catalyst is C1COCC1.O. The product is [Cl:6][C:7]1[CH:12]=[CH:11][CH:10]=[C:9]([F:13])[C:8]=1[C:14]1[N:18]=[C:17]([C:19]2[CH:23]=[C:22]([C:24]3[CH:29]=[CH:28][C:27]([O:30][C:31]([F:34])([F:33])[F:32])=[CH:26][CH:25]=3)[S:21][C:20]=2[CH3:1])[N:16]([CH3:36])[N:15]=1. The reactants are [CH2:1]([Li])CCC.[Cl:6][C:7]1[CH:12]=[CH:11][CH:10]=[C:9]([F:13])[C:8]=1[C:14]1[N:18]=[C:17]([C:19]2[CH:23]=[C:22]([C:24]3[CH:29]=[CH:28][C:27]([O:30][C:31]([F:34])([F:33])[F:32])=[CH:26][CH:25]=3)[S:21][C:20]=2Br)[N:16]([CH3:36])[N:15]=1.IC.[Cl-].[NH4+]. (3) The reactants are [OH:1][C:2]1[CH:7]=[CH:6][C:5]([C:8](=[CH:12][C:13]2[CH:18]=[CH:17][C:16]([CH3:19])=[CH:15][CH:14]=2)[C:9]([OH:11])=[O:10])=[CH:4][CH:3]=1.C(=O)([O-])[O-].[K+].[K+].F[C:27]1[CH:34]=[CH:33][C:30]([CH:31]=[O:32])=[CH:29][CH:28]=1.Cl. The catalyst is CN(C)C(=O)C.O. The product is [CH:31]([C:30]1[CH:33]=[CH:34][C:27]([O:1][C:2]2[CH:7]=[CH:6][C:5]([C:8](=[CH:12][C:13]3[CH:14]=[CH:15][C:16]([CH3:19])=[CH:17][CH:18]=3)[C:9]([OH:11])=[O:10])=[CH:4][CH:3]=2)=[CH:28][CH:29]=1)=[O:32]. The yield is 0.790. (4) The catalyst is C1COCC1.CCOCC. The reactants are [C:1]([O:5][C:6]([NH:8][C@@H:9]([CH2:13][C:14]1[CH:19]=[CH:18][C:17]([N+:20]([O-:22])=[O:21])=[CH:16][CH:15]=1)[C:10]([OH:12])=O)=[O:7])([CH3:4])([CH3:3])[CH3:2].C(N(CC)CC)C.ClC(OCC(C)C)=O.[N+:38](=[CH2:40])=[N-:39]. The product is [C:1]([O:5][C:6](=[O:7])[NH:8][CH:9]([CH2:13][C:14]1[CH:19]=[CH:18][C:17]([N+:20]([O-:22])=[O:21])=[CH:16][CH:15]=1)[C:10](=[O:12])[CH:40]=[N+:38]=[N-:39])([CH3:2])([CH3:3])[CH3:4]. The yield is 0.820. (5) The product is [F:23][C:24]([F:37])([F:36])[S:25]([O:1][C:2]1[N:3]=[C:4]2[CH:12]=[C:11]([CH2:13][CH2:14][C:15]3[S:16][CH:17]=[C:18]([CH:20]([CH3:22])[CH3:21])[N:19]=3)[CH:10]=[CH:9][N:5]2[C:6](=[O:8])[CH:7]=1)(=[O:27])=[O:26]. The reactants are [OH:1][C:2]1[N:3]=[C:4]2[CH:12]=[C:11]([CH2:13][CH2:14][C:15]3[S:16][CH:17]=[C:18]([CH:20]([CH3:22])[CH3:21])[N:19]=3)[CH:10]=[CH:9][N:5]2[C:6](=[O:8])[CH:7]=1.[F:23][C:24]([F:37])([F:36])[S:25](O[S:25]([C:24]([F:37])([F:36])[F:23])(=[O:27])=[O:26])(=[O:27])=[O:26].Cl. The yield is 0.880. The catalyst is CN(C1C=CN=CC=1)C.C(Cl)Cl. (6) The yield is 0.470. The reactants are [CH2:1]1[C:9]2[C:4](=[CH:5][CH:6]=[C:7]([C:10]3([C:13]#N)[CH2:12][CH2:11]3)[CH:8]=2)[CH2:3][CH2:2]1.[OH-:15].[Na+].Cl.C[OH:19]. The product is [CH2:1]1[C:9]2[C:4](=[CH:5][CH:6]=[C:7]([C:10]3([C:13]([OH:19])=[O:15])[CH2:12][CH2:11]3)[CH:8]=2)[CH2:3][CH2:2]1. No catalyst specified. (7) The reactants are C(Cl)(=O)C(Cl)=O.[Br:7][C:8]1[CH:13]=[CH:12][N:11]=[C:10]([C:14]([OH:16])=O)[CH:9]=1.[F:17][C:18]1[CH:32]=[CH:31][C:21]([CH2:22][NH:23][O:24][CH:25]2[CH2:30][CH2:29][CH2:28][CH2:27][O:26]2)=[CH:20][CH:19]=1.C(N(CC)CC)C. The catalyst is ClCCl.CN(C)C=O. The product is [F:17][C:18]1[CH:32]=[CH:31][C:21]([CH2:22][N:23]([O:24][CH:25]2[CH2:30][CH2:29][CH2:28][CH2:27][O:26]2)[C:14]([C:10]2[CH:9]=[C:8]([Br:7])[CH:13]=[CH:12][N:11]=2)=[O:16])=[CH:20][CH:19]=1. The yield is 0.340. (8) The reactants are [O:1]1[CH:5]=[CH:4][CH:3]=[C:2]1[C:6]1[N:10]([C:11]2[CH:16]=[CH:15][C:14]([O:17][CH3:18])=[CH:13][CH:12]=2)[N:9]=[C:8]([C:19]([O:21]C(C)(C)C)=[O:20])[CH:7]=1.FC(F)(F)C(O)=O. The catalyst is ClCCl. The product is [O:1]1[CH:5]=[CH:4][CH:3]=[C:2]1[C:6]1[N:10]([C:11]2[CH:12]=[CH:13][C:14]([O:17][CH3:18])=[CH:15][CH:16]=2)[N:9]=[C:8]([C:19]([OH:21])=[O:20])[CH:7]=1. The yield is 0.960. (9) The reactants are [H-].[Na+].[C:3]([O:7][C:8]([NH:10][C:11]1[S:12][C:13]([C:16]([O:18][CH2:19][CH3:20])=[O:17])=[CH:14][N:15]=1)=[O:9])([CH3:6])([CH3:5])[CH3:4].I[CH3:22].[OH-].[Na+]. The catalyst is C1COCC1.O. The product is [C:3]([O:7][C:8]([N:10]([CH3:22])[C:11]1[S:12][C:13]([C:16]([O:18][CH2:19][CH3:20])=[O:17])=[CH:14][N:15]=1)=[O:9])([CH3:6])([CH3:5])[CH3:4]. The yield is 0.450.